Task: Predict the product of the given reaction.. Dataset: Forward reaction prediction with 1.9M reactions from USPTO patents (1976-2016) Given the reactants [CH3:1][O:2][CH2:3][CH2:4][CH2:5][O:6][C@@H:7]([C:21]1[CH:26]=[CH:25][CH:24]=[CH:23][CH:22]=1)[C@@H:8]1[CH2:13][CH2:12][CH2:11][N:10]([C:14](OC(C)(C)C)=[O:15])[CH2:9]1.O1CCOCC1.N1C=CC=CC=1.[Cl:39]C(Cl)(OC(=O)OC(Cl)(Cl)Cl)Cl, predict the reaction product. The product is: [CH3:1][O:2][CH2:3][CH2:4][CH2:5][O:6][C@@H:7]([C:21]1[CH:26]=[CH:25][CH:24]=[CH:23][CH:22]=1)[C@@H:8]1[CH2:13][CH2:12][CH2:11][N:10]([C:14]([Cl:39])=[O:15])[CH2:9]1.